Task: Predict which catalyst facilitates the given reaction.. Dataset: Catalyst prediction with 721,799 reactions and 888 catalyst types from USPTO (1) Reactant: [N:1]1([C:8]2[C:9]3[S:25][CH:24]=[CH:23][C:10]=3[N:11]=[C:12]([C:14]3[CH:19]=[C:18]([F:20])[C:17]([Cl:21])=[CH:16][C:15]=3F)[N:13]=2)[CH2:7][CH2:6][CH2:5][CH2:4][CH2:3][CH2:2]1.C[O-].[Na+].CO.Cl.[O:32]1CCOC[CH2:33]1. Product: [ClH:21].[N:1]1([C:8]2[C:9]3[S:25][CH:24]=[CH:23][C:10]=3[N:11]=[C:12]([C:14]3[CH:19]=[C:18]([F:20])[C:17]([Cl:21])=[CH:16][C:15]=3[O:32][CH3:33])[N:13]=2)[CH2:7][CH2:6][CH2:5][CH2:4][CH2:3][CH2:2]1. The catalyst class is: 147. (2) Reactant: [NH2:1][C:2]1[CH:7]=[CH:6][CH:5]=[C:4]([NH2:8])[C:3]=1[NH:9][CH2:10][CH2:11][CH2:12][NH:13][C:14](=[O:20])[O:15][C:16]([CH3:19])([CH3:18])[CH3:17].Cl.[Cl:22][C:23]1[CH:28]=[C:27]([Cl:29])[CH:26]=[CH:25][C:24]=1[CH:30]([OH:35])[C:31](=N)OC. Product: [NH2:1][C:2]1[C:3]2[N:9]([CH2:10][CH2:11][CH2:12][NH:13][C:14](=[O:20])[O:15][C:16]([CH3:17])([CH3:19])[CH3:18])[C:31]([CH:30]([C:24]3[CH:25]=[CH:26][C:27]([Cl:29])=[CH:28][C:23]=3[Cl:22])[OH:35])=[N:8][C:4]=2[CH:5]=[CH:6][CH:7]=1. The catalyst class is: 40. (3) Reactant: C[O:2][C:3]([C:5]1[N:6]=[C:7]([CH2:15][CH2:16][S:17][CH3:18])[C:8]2[C:13]([CH:14]=1)=[CH:12][CH:11]=[CH:10][CH:9]=2)=[O:4].[Li+].[OH-].C1COCC1. Product: [CH3:18][S:17][CH2:16][CH2:15][C:7]1[C:8]2[C:13](=[CH:12][CH:11]=[CH:10][CH:9]=2)[CH:14]=[C:5]([C:3]([OH:4])=[O:2])[N:6]=1. The catalyst class is: 5. (4) Reactant: S([O-])([O-])=O.[Na+].[Na+].P([O-])([O-])([O-])=O.[Na+].[Na+].[Na+].Cl[S:16]([C:19]1[CH:24]=[CH:23][C:22]([C:25]2[CH:30]=[CH:29][C:28]([CH2:31][C:32]([OH:34])=[O:33])=[CH:27][CH:26]=2)=[CH:21][CH:20]=1)(=[O:18])=[O:17].Br[CH2:36][CH2:37][CH2:38][O:39][CH3:40].[OH-].[Na+].OS(O)(=O)=O. Product: [CH3:40][O:39][CH2:38][CH2:37][CH2:36][S:16]([C:19]1[CH:24]=[CH:23][C:22]([C:25]2[CH:30]=[CH:29][C:28]([CH2:31][C:32]([OH:34])=[O:33])=[CH:27][CH:26]=2)=[CH:21][CH:20]=1)(=[O:18])=[O:17]. The catalyst class is: 568. (5) Reactant: [Cl:1][C:2]1[CH:27]=[N:26][C:5]2[O:6][C:7]([CH3:25])([CH3:24])[C:8](=[O:23])[N:9]([CH:10]3[CH2:15][CH2:14][N:13](C(OC(C)(C)C)=O)[CH2:12][CH2:11]3)[C:4]=2[CH:3]=1.[F:28][C:29]([F:34])([F:33])[C:30]([OH:32])=[O:31]. Product: [F:28][C:29]([F:34])([F:33])[C:30]([OH:32])=[O:31].[Cl:1][C:2]1[CH:27]=[N:26][C:5]2[O:6][C:7]([CH3:24])([CH3:25])[C:8](=[O:23])[N:9]([CH:10]3[CH2:11][CH2:12][NH:13][CH2:14][CH2:15]3)[C:4]=2[CH:3]=1. The catalyst class is: 4. (6) Reactant: FC(F)(F)C(O)=O.[OH:8][C:9]1([C:18]([N:20]2[CH2:24][CH2:23][CH2:22][C@H:21]2[C:25]([O:27]C(C)(C)C)=[O:26])=[O:19])[C:17]2[CH:16]=[CH:15][N:14]=[CH:13][C:12]=2[CH2:11][CH2:10]1. The catalyst class is: 2. Product: [OH:8][C:9]1([C:18]([N:20]2[CH2:24][CH2:23][CH2:22][C@H:21]2[C:25]([OH:27])=[O:26])=[O:19])[C:17]2[CH:16]=[CH:15][N:14]=[CH:13][C:12]=2[CH2:11][CH2:10]1. (7) Reactant: C(O[C:4](=[O:17])[CH2:5][C:6]([C:8]1[CH:13]=[C:12]([Cl:14])[CH:11]=[CH:10][C:9]=1[O:15][CH3:16])=O)C.Cl.[C:19]([NH2:22])(=[NH:21])[CH3:20].C(=O)([O-])[O-].[K+].[K+]. Product: [Cl:14][C:12]1[CH:11]=[CH:10][C:9]([O:15][CH3:16])=[C:8]([C:6]2[N:21]=[C:19]([CH3:20])[NH:22][C:4](=[O:17])[CH:5]=2)[CH:13]=1. The catalyst class is: 8. (8) Reactant: [C:1](=O)([O-])[O-].[Cs+].[Cs+].[CH3:7][O:8][C:9]1[CH:18]=[C:17]2[C:12]([N:13]=[CH:14][C:15]([S:19][CH2:20][CH2:21][N:22]3[CH2:27][CH2:26][CH:25]([NH:28][S:29]([C:32]4[CH:37]=[CH:36][CH:35]=[CH:34][C:33]=4[N+:38]([O-:40])=[O:39])(=[O:31])=[O:30])[CH2:24][CH2:23]3)=[N:16]2)=[CH:11][CH:10]=1.CI.C1CCCCC1. Product: [CH3:7][O:8][C:9]1[CH:18]=[C:17]2[C:12]([N:13]=[CH:14][C:15]([S:19][CH2:20][CH2:21][N:22]3[CH2:23][CH2:24][CH:25]([N:28]([CH3:1])[S:29]([C:32]4[CH:37]=[CH:36][CH:35]=[CH:34][C:33]=4[N+:38]([O-:40])=[O:39])(=[O:30])=[O:31])[CH2:26][CH2:27]3)=[N:16]2)=[CH:11][CH:10]=1. The catalyst class is: 42.